Predict which catalyst facilitates the given reaction. From a dataset of Catalyst prediction with 721,799 reactions and 888 catalyst types from USPTO. Reactant: P([O-])([O-])([O-])=O.[K+].[K+].[K+].Br[C:10]1[CH:11]=[C:12]([CH:15]=[O:16])[S:13][CH:14]=1.[F:17][C:18]([F:30])([F:29])[O:19][C:20]1[CH:25]=[CH:24][C:23](B(O)O)=[CH:22][CH:21]=1. Product: [F:17][C:18]([F:29])([F:30])[O:19][C:20]1[CH:25]=[CH:24][C:23]([C:10]2[CH:11]=[C:12]([CH:15]=[O:16])[S:13][CH:14]=2)=[CH:22][CH:21]=1. The catalyst class is: 853.